Dataset: Full USPTO retrosynthesis dataset with 1.9M reactions from patents (1976-2016). Task: Predict the reactants needed to synthesize the given product. The reactants are: C1(P(C2C=CC=CC=2)C2C3OC4C(=CC=CC=4P(C4C=CC=CC=4)C4C=CC=CC=4)C(C)(C)C=3C=CC=2)C=CC=CC=1.Cl[C:44]1[C:53]([CH3:54])=[C:52]([Cl:55])[C:51]2[C:46](=[CH:47][C:48]([F:57])=[CH:49][C:50]=2[F:56])[N:45]=1.[CH3:58][C:59]1([CH3:66])[CH2:64][NH:63][C:62](=[O:65])[CH2:61][CH2:60]1.C(=O)([O-])[O-].[Cs+].[Cs+]. Given the product [Cl:55][C:52]1[C:51]2[C:46](=[CH:47][C:48]([F:57])=[CH:49][C:50]=2[F:56])[N:45]=[C:44]([N:63]2[CH2:64][C:59]([CH3:66])([CH3:58])[CH2:60][CH2:61][C:62]2=[O:65])[C:53]=1[CH3:54], predict the reactants needed to synthesize it.